Dataset: Forward reaction prediction with 1.9M reactions from USPTO patents (1976-2016). Task: Predict the product of the given reaction. (1) Given the reactants [CH3:1][O:2][C:3](=[O:18])[CH:4]([CH2:16][CH3:17])[CH:5]([O:7][C:8](=[O:15])[C:9]1[CH:14]=[CH:13][CH:12]=[CH:11][CH:10]=1)[CH3:6].[CH2:16]([CH:4]([CH:5]([O:7][C:8](=[O:15])[C:9]1[CH:10]=[CH:11][CH:12]=[CH:13][CH:14]=1)[CH3:6])[C:3]([O:2][CH3:1])=[O:18])[CH3:17].C(C(C(O)C)C(OC)=O)C.C(C(C(O)C)C(OCC)=O)C, predict the reaction product. The product is: [CH2:16]([CH:4]([CH:5]([O:7][C:8](=[O:15])[C:9]1[CH:10]=[CH:11][CH:12]=[CH:13][CH:14]=1)[CH3:6])[C:3]([O:2][CH3:1])=[O:18])[CH3:17]. (2) Given the reactants C(=O)([O-])[O-].[K+].[K+].[CH:7]1([NH:10][C:11]2[CH:19]=[C:18]([F:20])[CH:17]=[C:16]([F:21])[C:12]=2[C:13]([OH:15])=[O:14])[CH2:9][CH2:8]1.Cl[CH2:23][C:24](=[O:26])[CH3:25], predict the reaction product. The product is: [O:26]=[C:24]([CH3:25])[CH2:23][O:14][C:13](=[O:15])[C:12]1[C:16]([F:21])=[CH:17][C:18]([F:20])=[CH:19][C:11]=1[NH:10][CH:7]1[CH2:8][CH2:9]1.